This data is from Forward reaction prediction with 1.9M reactions from USPTO patents (1976-2016). The task is: Predict the product of the given reaction. (1) Given the reactants Cl[CH2:2][CH2:3][O:4][C:5](=[O:30])[NH:6][C:7]1[CH:12]=[CH:11][C:10]([C:13]2[N:14]([CH2:28][CH3:29])[C:15]3[C:20]([C:21]=2[C:22]#[N:23])=[CH:19][CH:18]=[C:17]([O:24][CH:25]([CH3:27])[CH3:26])[CH:16]=3)=[CH:9][CH:8]=1.C([O-])([O-])=O.[K+].[K+].O, predict the reaction product. The product is: [CH2:28]([N:14]1[C:15]2[C:20](=[CH:19][CH:18]=[C:17]([O:24][CH:25]([CH3:27])[CH3:26])[CH:16]=2)[C:21]([C:22]#[N:23])=[C:13]1[C:10]1[CH:11]=[CH:12][C:7]([N:6]2[CH2:2][CH2:3][O:4][C:5]2=[O:30])=[CH:8][CH:9]=1)[CH3:29]. (2) Given the reactants [F:1][C:2]1[CH:12]=[CH:11][CH:10]=[C:4]2[C:5]([O:7][C:8](=[O:9])[C:3]=12)=O.[CH3:13][C:14]1[CH:15]=[C:16]([CH:31]=[CH:32][C:33]=1[NH2:34])[CH2:17][N:18]1[C:22]([C:23]([F:26])([F:25])[F:24])=[CH:21][C:20]([C:27]([F:30])([F:29])[F:28])=[N:19]1, predict the reaction product. The product is: [F:30][C:27]([F:28])([F:29])[C:20]1[CH:21]=[C:22]([C:23]([F:26])([F:24])[F:25])[N:18]([CH2:17][C:16]2[CH:31]=[CH:32][C:33]([N:34]3[C:8](=[O:9])[C:3]4[C:4](=[CH:10][CH:11]=[CH:12][C:2]=4[F:1])[C:5]3=[O:7])=[C:14]([CH3:13])[CH:15]=2)[N:19]=1.